From a dataset of Full USPTO retrosynthesis dataset with 1.9M reactions from patents (1976-2016). Predict the reactants needed to synthesize the given product. (1) Given the product [NH:21]1[C:22]2[C:27](=[CH:26][CH:25]=[CH:24][CH:23]=2)[C:19]2([C:13]3[C:12]4=[N:8][O:9][N:10]=[C:11]4[CH:16]=[CH:15][C:14]=3[O:17][CH2:18]2)[C:20]1=[O:28], predict the reactants needed to synthesize it. The reactants are: C1(C(C2C=CC=CC=2)[N:8]2[C:12]3[C:13]4[C:19]5([C:27]6[C:22](=[CH:23][CH:24]=[CH:25][CH:26]=6)[NH:21][C:20]5=[O:28])[CH2:18][O:17][C:14]=4[CH:15]=[CH:16][C:11]=3[NH:10][O:9]2)C=CC=CC=1.C1(C(C2C=CC=CC=2)N2C3C(=CC=CC=3)C3(C4C=C(C)C(OC)=CC=4OC3)C2=O)C=CC=CC=1. (2) Given the product [Br:1][C:2]1[CH:7]=[C:6]([CH3:8])[C:5]([F:9])=[CH:4][C:3]=1[O:10][CH2:12][CH:13]1[CH2:15][CH2:14]1, predict the reactants needed to synthesize it. The reactants are: [Br:1][C:2]1[CH:7]=[C:6]([CH3:8])[C:5]([F:9])=[CH:4][C:3]=1[OH:10].Br[CH2:12][CH:13]1[CH2:15][CH2:14]1. (3) Given the product [Br:1][C:2]1[S:6][C:5]([CH2:7][S:8]([NH2:25])(=[O:10])=[O:9])=[N:4][CH:3]=1, predict the reactants needed to synthesize it. The reactants are: [Br:1][C:2]1[S:6][C:5]([CH2:7][S:8](CCC(OC)=O)(=[O:10])=[O:9])=[N:4][CH:3]=1.C[O-].[Na+].CC([O-])=O.[Na+].[NH2:25]OS(O)(=O)=O. (4) The reactants are: C(N(CC)CC)C.C(C(C(OCC)=O)C(OCC)=O)(=O)CC.[Cl:23][C:24](=[C:27]([C:33]([O:35][CH2:36][CH3:37])=[O:34])[C:28]([O:30][CH2:31][CH3:32])=[O:29])[CH2:25][CH3:26].P(Cl)(Cl)(Cl)=O. Given the product [Cl:23][C:24]([CH:27]([C:33]([O:35][CH2:36][CH3:37])=[O:34])[C:28]([O:30][CH2:31][CH3:32])=[O:29])=[CH:25][CH3:26], predict the reactants needed to synthesize it.